This data is from Catalyst prediction with 721,799 reactions and 888 catalyst types from USPTO. The task is: Predict which catalyst facilitates the given reaction. Reactant: [CH2:1]([O:8][C:9]([C:11]1[N:12]([S:23]([C:26]2[CH:31]=[CH:30][C:29]([CH3:32])=[CH:28][CH:27]=2)(=[O:25])=[O:24])[CH:13]=[C:14]([C:16]2[CH:21]=[CH:20][C:19]([NH2:22])=[CH:18][CH:17]=2)[CH:15]=1)=[O:10])[C:2]1[CH:7]=[CH:6][CH:5]=[CH:4][CH:3]=1.[CH:33]([C:36]1[CH:41]=[CH:40][C:39]([N:42]=[C:43]=[O:44])=[CH:38][CH:37]=1)([CH3:35])[CH3:34]. Product: [CH2:1]([O:8][C:9]([C:11]1[N:12]([S:23]([C:26]2[CH:27]=[CH:28][C:29]([CH3:32])=[CH:30][CH:31]=2)(=[O:25])=[O:24])[CH:13]=[C:14]([C:16]2[CH:21]=[CH:20][C:19]([NH:22][C:43]([NH:42][C:39]3[CH:40]=[CH:41][C:36]([CH:33]([CH3:35])[CH3:34])=[CH:37][CH:38]=3)=[O:44])=[CH:18][CH:17]=2)[CH:15]=1)=[O:10])[C:2]1[CH:3]=[CH:4][CH:5]=[CH:6][CH:7]=1. The catalyst class is: 2.